This data is from NCI-60 drug combinations with 297,098 pairs across 59 cell lines. The task is: Regression. Given two drug SMILES strings and cell line genomic features, predict the synergy score measuring deviation from expected non-interaction effect. Synergy scores: CSS=14.6, Synergy_ZIP=-10.7, Synergy_Bliss=-4.05, Synergy_Loewe=-2.95, Synergy_HSA=-2.99. Cell line: SK-MEL-5. Drug 2: C#CCC(CC1=CN=C2C(=N1)C(=NC(=N2)N)N)C3=CC=C(C=C3)C(=O)NC(CCC(=O)O)C(=O)O. Drug 1: COC1=CC(=CC(=C1O)OC)C2C3C(COC3=O)C(C4=CC5=C(C=C24)OCO5)OC6C(C(C7C(O6)COC(O7)C8=CC=CS8)O)O.